This data is from Catalyst prediction with 721,799 reactions and 888 catalyst types from USPTO. The task is: Predict which catalyst facilitates the given reaction. (1) Reactant: C([O:8][C:9]1[CH:10]=[C:11]2[C:15](=[CH:16][CH:17]=1)[N:14]([Si:18]([CH:25]([CH3:27])[CH3:26])([CH:22]([CH3:24])[CH3:23])[CH:19]([CH3:21])[CH3:20])[CH:13]=[C:12]2[CH2:28][CH2:29][N:30]1[C:38](=[O:39])[C:37]2[C:32](=[CH:33][CH:34]=[CH:35][CH:36]=2)[C:31]1=[O:40])C1C=CC=CC=1. Product: [OH:8][C:9]1[CH:10]=[C:11]2[C:15](=[CH:16][CH:17]=1)[N:14]([Si:18]([CH:22]([CH3:23])[CH3:24])([CH:19]([CH3:20])[CH3:21])[CH:25]([CH3:27])[CH3:26])[CH:13]=[C:12]2[CH2:28][CH2:29][N:30]1[C:31](=[O:40])[C:32]2[C:37](=[CH:36][CH:35]=[CH:34][CH:33]=2)[C:38]1=[O:39]. The catalyst class is: 350. (2) Reactant: [N:1]1[CH:6]=CC=C(C=O)C=1.ClN1C(=[O:15])CCC1=O.[C:17]([C:25]1[CH:36]=[CH:35][C:28]([C:29]([NH:31][CH2:32][CH:33]=[CH2:34])=[O:30])=[CH:27][CH:26]=1)(=[O:24])[C:18]1[CH:23]=[CH:22][CH:21]=[CH:20][CH:19]=1.C(N(CC)CC)C.[N:44]1[CH:49]=[CH:48][CH:47]=[CH:46][CH:45]=1. Product: [C:17]([C:25]1[CH:26]=[CH:27][C:28]([C:29]([NH:31][CH2:32][CH:33]2[O:15][N:1]=[C:6]([C:46]3[CH:45]=[N:44][CH:49]=[CH:48][CH:47]=3)[CH2:34]2)=[O:30])=[CH:35][CH:36]=1)(=[O:24])[C:18]1[CH:19]=[CH:20][CH:21]=[CH:22][CH:23]=1. The catalyst class is: 22.